Dataset: Forward reaction prediction with 1.9M reactions from USPTO patents (1976-2016). Task: Predict the product of the given reaction. (1) Given the reactants [CH3:1][O:2][C:3](=[O:6])[CH2:4][OH:5].[H-].[Na+].Cl[C:10]1[C:15]([N+:16]([O-:18])=[O:17])=[CH:14][C:13]([F:19])=[CH:12][N:11]=1.O, predict the reaction product. The product is: [CH3:1][O:2][C:3](=[O:6])[CH2:4][O:5][C:10]1[C:15]([N+:16]([O-:18])=[O:17])=[CH:14][C:13]([F:19])=[CH:12][N:11]=1. (2) Given the reactants [Cl:1][C:2]1[C:11]2[C:6](=[CH:7][CH:8]=[CH:9][CH:10]=2)[C:5]([N:12]2[CH2:17][CH2:16][NH:15][CH:14]([C:18]([O:20][CH3:21])=[O:19])[CH2:13]2)=[N:4][N:3]=1.[C:22](Cl)(=[O:29])[C:23]1[CH:28]=[CH:27][CH:26]=[CH:25][CH:24]=1, predict the reaction product. The product is: [C:22]([N:15]1[CH2:16][CH2:17][N:12]([C:5]2[C:6]3[C:11](=[CH:10][CH:9]=[CH:8][CH:7]=3)[C:2]([Cl:1])=[N:3][N:4]=2)[CH2:13][CH:14]1[C:18]([O:20][CH3:21])=[O:19])(=[O:29])[C:23]1[CH:28]=[CH:27][CH:26]=[CH:25][CH:24]=1. (3) Given the reactants [C:1]([C:5]([O:7][CH2:8][C:9]([NH2:11])=[S:10])=[O:6])([CH3:4])([CH3:3])[CH3:2].Br[CH2:13][C:14]([C:16]1[CH:29]=[CH:28][C:27]2[S:26][C:25]3[C:20](=[CH:21][CH:22]=[CH:23][CH:24]=3)[N:19](C(=O)CCl)[C:18]=2[CH:17]=1)=O.BrCC(C1C=C(C(C)(C)C)C(O)=C(C(C)(C)C)C=1)=O, predict the reaction product. The product is: [C:5]([O:7][CH2:8][C:9]1[S:10][CH:13]=[C:14]([C:16]2[CH:29]=[CH:28][C:27]3[S:26][C:25]4[C:20](=[CH:21][CH:22]=[CH:23][CH:24]=4)[NH:19][C:18]=3[CH:17]=2)[N:11]=1)(=[O:6])[C:1]([CH3:4])([CH3:2])[CH3:3]. (4) Given the reactants [CH2:1]1[C@@H:5]([C:6]([OH:8])=[O:7])[NH:4][CH2:3][C@@H:2]1[OH:9].[C:10](O)(=[O:12])[CH3:11].C(Cl)(=O)C.CCOCC, predict the reaction product. The product is: [C:10]([O:9][C@H:2]1[CH2:3][NH:4][C@H:5]([C:6]([OH:8])=[O:7])[CH2:1]1)(=[O:12])[CH3:11].